Task: Predict the reaction yield, written as a fraction of the theoretical maximum amount of product (1.0 means a 100% yield; for example, 0.34 means a 34% yield).. Dataset: Reaction yield outcomes from USPTO patents with 853,638 reactions (1) The reactants are [Cl-].O[NH3+:3].[C:4](=[O:7])([O-])[OH:5].[Na+].CS(C)=O.[CH2:13]([C:17]1[N:18]=[C:19]([CH3:54])[N:20]([CH2:39][C:40]2[CH:45]=[CH:44][C:43]([C:46]([N:48]3[CH2:53][CH2:52][O:51][CH2:50][CH2:49]3)=[O:47])=[CH:42][CH:41]=2)[C:21](=[O:38])[C:22]=1[CH2:23][C:24]1[CH:29]=[CH:28][C:27]([C:30]2[C:31]([C:36]#[N:37])=[CH:32][CH:33]=[CH:34][CH:35]=2)=[CH:26][CH:25]=1)[CH2:14][CH2:15][CH3:16]. The catalyst is C(OCC)(=O)C. The product is [CH2:13]([C:17]1[N:18]=[C:19]([CH3:54])[N:20]([CH2:39][C:40]2[CH:41]=[CH:42][C:43]([C:46]([N:48]3[CH2:53][CH2:52][O:51][CH2:50][CH2:49]3)=[O:47])=[CH:44][CH:45]=2)[C:21](=[O:38])[C:22]=1[CH2:23][C:24]1[CH:25]=[CH:26][C:27]([C:30]2[CH:35]=[CH:34][CH:33]=[CH:32][C:31]=2[C:36]2[NH:3][C:4](=[O:7])[O:5][N:37]=2)=[CH:28][CH:29]=1)[CH2:14][CH2:15][CH3:16]. The yield is 0.780. (2) The reactants are Br[C:2]1[C:3]([F:28])=[C:4]([N:8]2[CH:13]=[C:12]([O:14][CH3:15])[C:11](=[O:16])[C:10]([C:17]3[N:21]([C:22]4[CH:27]=[CH:26][CH:25]=[CH:24][CH:23]=4)[N:20]=[CH:19][CH:18]=3)=[N:9]2)[CH:5]=[CH:6][CH:7]=1.[NH:29]1[CH2:34][CH2:33][O:32][CH2:31][CH2:30]1.O(C(C)(C)C)[Na].CC1(C)C2C(=C(P(C3C=CC=CC=3)C3C=CC=CC=3)C=CC=2)OC2C(P(C3C=CC=CC=3)C3C=CC=CC=3)=CC=CC1=2. The catalyst is O1CCOCC1.C([O-])(O)=O.[Na+].C1C=CC(/C=C/C(/C=C/C2C=CC=CC=2)=O)=CC=1.C1C=CC(/C=C/C(/C=C/C2C=CC=CC=2)=O)=CC=1.C1C=CC(/C=C/C(/C=C/C2C=CC=CC=2)=O)=CC=1.[Pd].[Pd]. The product is [F:28][C:3]1[C:2]([N:29]2[CH2:34][CH2:33][O:32][CH2:31][CH2:30]2)=[CH:7][CH:6]=[CH:5][C:4]=1[N:8]1[CH:13]=[C:12]([O:14][CH3:15])[C:11](=[O:16])[C:10]([C:17]2[N:21]([C:22]3[CH:27]=[CH:26][CH:25]=[CH:24][CH:23]=3)[N:20]=[CH:19][CH:18]=2)=[N:9]1. The yield is 0.590. (3) The reactants are [F:1][C:2]1[CH:7]=[CH:6][C:5]([C:8]2[S:12][C:11]([CH3:13])=[N:10][C:9]=2[C:14]([OH:16])=O)=[CH:4][CH:3]=1.CCN(C(C)C)C(C)C.CN(C(ON1N=NC2C=CC=CC1=2)=[N+](C)C)C.[B-](F)(F)(F)F.[NH:48]1[CH2:53][CH2:52][CH2:51][CH2:50][C@H:49]1[CH2:54][C:55]1[N:56]=[C:57]2[CH:62]=[C:61]([C:63]([F:66])([F:65])[F:64])[CH:60]=[CH:59][N:58]2[CH:67]=1. The catalyst is CN(C=O)C.O. The product is [F:1][C:2]1[CH:3]=[CH:4][C:5]([C:8]2[S:12][C:11]([CH3:13])=[N:10][C:9]=2[C:14]([N:48]2[CH2:53][CH2:52][CH2:51][CH2:50][C@H:49]2[CH2:54][C:55]2[N:56]=[C:57]3[CH:62]=[C:61]([C:63]([F:64])([F:65])[F:66])[CH:60]=[CH:59][N:58]3[CH:67]=2)=[O:16])=[CH:6][CH:7]=1. The yield is 0.330. (4) The reactants are Cl[C:2]1[N:7]=[CH:6][C:5]([C:8]2[CH:17]=[C:16]3[C:11]([CH:12]=[C:13]([NH:18][C:19]([C@@H:21]4[CH2:23][C@@H:22]4[F:24])=[O:20])[N:14]=[CH:15]3)=[CH:10][CH:9]=2)=[C:4]([CH3:25])[C:3]=1[F:26].F[B-](F)(F)F.F[B-](F)(F)F.C1(P(C2CCCCC2)CCCP(C2CCCCC2)C2CCCCC2)CCCCC1.[C:66](=[O:69])([O-])[O-:67].[K+].[K+].[CH3:72]N(C)C=O.CO.C(N(CC)CC)C. The catalyst is C([O-])(=O)C.[Pd+2].C([O-])(=O)C. The product is [F:26][C:3]1[C:2]([C:66]([O:67][CH3:72])=[O:69])=[N:7][CH:6]=[C:5]([C:8]2[CH:17]=[C:16]3[C:11]([CH:12]=[C:13]([NH:18][C:19]([C@@H:21]4[CH2:23][C@@H:22]4[F:24])=[O:20])[N:14]=[CH:15]3)=[CH:10][CH:9]=2)[C:4]=1[CH3:25]. The yield is 0.450. (5) The reactants are [Li+].[OH-].C([O:5][C:6]([C:8]1[N:9]=[N:10][N:11]([C:13]2[CH:18]=[CH:17][CH:16]=[CH:15][CH:14]=2)[CH:12]=1)=[O:7])C.O.Cl. The catalyst is C1COCC1.O. The product is [C:13]1([N:11]2[CH:12]=[C:8]([C:6]([OH:7])=[O:5])[N:9]=[N:10]2)[CH:14]=[CH:15][CH:16]=[CH:17][CH:18]=1. The yield is 0.354. (6) The reactants are [CH2:1]([C:3]1[CH:8]=[CH:7][C:6]([C:9]2[C:13]3[C:14]([CH3:21])=[C:15]([NH2:20])[C:16]([CH3:19])=[C:17]([CH3:18])[C:12]=3[O:11][CH:10]=2)=[CH:5][CH:4]=1)[CH3:2]. The catalyst is CCCCCC. The product is [CH2:1]([C:3]1[CH:8]=[CH:7][C:6]([CH:9]2[C:13]3[C:14]([CH3:21])=[C:15]([NH2:20])[C:16]([CH3:19])=[C:17]([CH3:18])[C:12]=3[O:11][CH2:10]2)=[CH:5][CH:4]=1)[CH3:2]. The yield is 0.800.